Predict the product of the given reaction. From a dataset of Forward reaction prediction with 1.9M reactions from USPTO patents (1976-2016). Given the reactants [C:1]([O:5][C:6](=[O:16])[NH:7][CH:8]1[CH2:12][CH2:11][N:10]([C:13](Cl)=[O:14])[CH2:9]1)([CH3:4])([CH3:3])[CH3:2].[S-:17][C:18]#[N:19].[NH4+].[NH2:21][C:22]1[C:23](Cl)=[N:24][CH:25]=[CH:26][C:27]=1[O:28][CH3:29], predict the reaction product. The product is: [C:1]([O:5][C:6](=[O:16])[NH:7][CH:8]1[CH2:12][CH2:11][N:10]([C:13](=[O:14])[NH:19][C:18]2[S:17][C:23]3[C:22]([N:21]=2)=[C:27]([O:28][CH3:29])[CH:26]=[CH:25][N:24]=3)[CH2:9]1)([CH3:4])([CH3:3])[CH3:2].